From a dataset of Peptide-MHC class I binding affinity with 185,985 pairs from IEDB/IMGT. Regression. Given a peptide amino acid sequence and an MHC pseudo amino acid sequence, predict their binding affinity value. This is MHC class I binding data. (1) The peptide sequence is QTRSKAGLLV. The MHC is HLA-A68:02 with pseudo-sequence HLA-A68:02. The binding affinity (normalized) is 0. (2) The peptide sequence is FRLMRTNFL. The MHC is HLA-A24:02 with pseudo-sequence HLA-A24:02. The binding affinity (normalized) is 0.220.